This data is from Forward reaction prediction with 1.9M reactions from USPTO patents (1976-2016). The task is: Predict the product of the given reaction. (1) Given the reactants [NH2:1][C:2]1[C:11]2[C:6](=[C:7](Br)[CH:8]=[CH:9][CH:10]=2)[N:5]=[N:4][C:3]=1[C:13]([NH:15][CH:16]1[CH2:18][CH2:17]1)=[O:14].[CH3:19][O:20][C:21]1[CH:26]=[CH:25][N:24]=[CH:23][C:22]=1B(O)O, predict the reaction product. The product is: [NH2:1][C:2]1[C:11]2[C:6](=[C:7]([C:22]3[CH:23]=[N:24][CH:25]=[CH:26][C:21]=3[O:20][CH3:19])[CH:8]=[CH:9][CH:10]=2)[N:5]=[N:4][C:3]=1[C:13]([NH:15][CH:16]1[CH2:18][CH2:17]1)=[O:14]. (2) Given the reactants C([O:5][C:6](=[O:35])[CH2:7][O:8][C:9]1[C:17]2[O:16][C:15]([C:18](=[O:34])[NH:19][C:20]3[CH:25]=[CH:24][CH:23]=[CH:22][C:21]=3[NH:26]C(OC(C)(C)C)=O)=[CH:14][C:13]=2[CH:12]=[CH:11][CH:10]=1)(C)(C)C.NC1C=CC=CC=1NC(C1SC2C=CC(OCC(O)=O)=CC=2C=1)=O, predict the reaction product. The product is: [NH2:26][C:21]1[CH:22]=[CH:23][CH:24]=[CH:25][C:20]=1[NH:19][C:18]([C:15]1[O:16][C:17]2[C:9]([O:8][CH2:7][C:6]([OH:35])=[O:5])=[CH:10][CH:11]=[CH:12][C:13]=2[CH:14]=1)=[O:34]. (3) Given the reactants [CH3:1][C:2]([O:7][CH2:8][C:9]1[C:17]2[C:12](=[CH:13][CH:14]=[CH:15][CH:16]=2)[NH:11][N:10]=1)([CH3:6])[C:3]([OH:5])=[O:4].[H-].[Na+].Cl[CH:21]1[C:30]2[C:25](=[CH:26][CH:27]=[CH:28][CH:29]=2)[CH2:24][CH2:23][CH2:22]1.Cl.[OH-].[Na+], predict the reaction product. The product is: [CH3:6][C:2]([O:7][CH2:8][C:9]1[C:17]2[C:12](=[CH:13][CH:14]=[CH:15][CH:16]=2)[N:11]([CH:29]2[C:30]3[C:25](=[CH:24][CH:23]=[CH:22][CH:21]=3)[CH2:26][CH2:27][CH2:28]2)[N:10]=1)([CH3:1])[C:3]([OH:5])=[O:4]. (4) Given the reactants [NH2:1][C:2]1[CH:3]=[C:4]([CH:7]=[CH:8][CH:9]=1)[C:5]#[N:6].Cl[CH2:11][C:12]([N:14]1[CH2:19][CH2:18][CH:17]([CH2:20][C:21]2[CH:26]=[CH:25][C:24]([F:27])=[CH:23][CH:22]=2)[CH2:16][CH2:15]1)=[O:13], predict the reaction product. The product is: [F:27][C:24]1[CH:25]=[CH:26][C:21]([CH2:20][CH:17]2[CH2:18][CH2:19][N:14]([C:12](=[O:13])[CH2:11][NH:1][C:2]3[CH:3]=[C:4]([CH:7]=[CH:8][CH:9]=3)[C:5]#[N:6])[CH2:15][CH2:16]2)=[CH:22][CH:23]=1. (5) Given the reactants C[O:2][C:3]([CH:5]1[NH:24][C:23](=[O:25])[N:22]2[CH:18]([CH2:19][CH:20]([O:26][C:27]3[C:36]4[C:31](=[CH:32][C:33]([O:37][CH3:38])=[CH:34][CH:35]=4)[N:30]=[C:29]([C:39]4[CH:44]=[CH:43][CH:42]=[CH:41][CH:40]=4)[CH:28]=3)[CH2:21]2)[C:17](=[O:45])[NH:16][C:15]2(C(OCC)=O)[CH:13]([CH2:14]2)[CH:12]=[CH:11][CH2:10][CH2:9][CH2:8][CH2:7][CH2:6]1)=[O:4].[OH-:51].[Li+].[C:53]([OH:56])(=O)C.[C:57]1(C)C=CC=C[CH:58]=1, predict the reaction product. The product is: [CH2:57]([O:51][C:53]([N:16]1[CH:15]2[CH:13]([CH2:14]2)[CH:12]=[CH:11][CH2:10][CH2:9][CH2:8][CH2:7][CH2:6][CH:5]([C:3]([OH:2])=[O:4])[NH:24][C:23](=[O:25])[N:22]2[CH:18]([CH2:19][CH:20]([O:26][C:27]3[C:36]4[C:31](=[CH:32][C:33]([O:37][CH3:38])=[CH:34][CH:35]=4)[N:30]=[C:29]([C:39]4[CH:44]=[CH:43][CH:42]=[CH:41][CH:40]=4)[CH:28]=3)[CH2:21]2)[C:17]1=[O:45])=[O:56])[CH3:58]. (6) Given the reactants C[O:2][C:3]1[CH:4]=[C:5]2[C:10](=[CH:11][C:12]=1[O:13][CH3:14])[N:9]=[CH:8][NH:7][C:6]2=[O:15].[OH-].[Na+], predict the reaction product. The product is: [OH:2][C:3]1[CH:4]=[C:5]2[C:10](=[CH:11][C:12]=1[O:13][CH3:14])[N:9]=[CH:8][NH:7][C:6]2=[O:15].